This data is from Forward reaction prediction with 1.9M reactions from USPTO patents (1976-2016). The task is: Predict the product of the given reaction. (1) Given the reactants [CH3:1][C:2]([Si:5]([CH3:29])([CH3:28])[O:6][CH2:7][CH:8]1[CH2:13][N:12](CC2C=CC=CC=2)[CH2:11][CH2:10][N:9]1CC1C=CC=CC=1)([CH3:4])[CH3:3], predict the reaction product. The product is: [CH3:4][C:2]([Si:5]([CH3:29])([CH3:28])[O:6][CH2:7][CH:8]1[CH2:13][NH:12][CH2:11][CH2:10][NH:9]1)([CH3:1])[CH3:3]. (2) Given the reactants [CH2:1]([O:4][C:5](=[O:16])[NH:6][C:7]1[C:12]([CH3:13])=[CH:11][C:10]([NH2:14])=[CH:9][C:8]=1[CH3:15])[CH2:2][CH3:3].[CH3:17][C:18]1[C:23]([CH:24]=O)=[CH:22][N:21]=[C:20]([C:26]2[CH:31]=[CH:30][CH:29]=[CH:28][CH:27]=2)[N:19]=1.C([BH3-])#N.[Na+].C(=O)([O-])[O-].[Na+].[Na+], predict the reaction product. The product is: [CH2:1]([O:4][C:5](=[O:16])[NH:6][C:7]1[C:8]([CH3:15])=[CH:9][C:10]([NH:14][CH2:24][C:23]2[C:18]([CH3:17])=[N:19][C:20]([C:26]3[CH:27]=[CH:28][CH:29]=[CH:30][CH:31]=3)=[N:21][CH:22]=2)=[CH:11][C:12]=1[CH3:13])[CH2:2][CH3:3]. (3) Given the reactants [C:1]([O:5][C:6](=[O:14])[N:7]([CH2:9][CH2:10][CH2:11][CH2:12][NH2:13])[CH3:8])([CH3:4])([CH3:3])[CH3:2].[F:15][C:16]1[C:17]([CH:22]=O)=[N:18][CH:19]=[CH:20][CH:21]=1.C([O-])([O-])=O.[K+].[K+].[BH4-].[Na+].C([O-])(O)=O.[Na+], predict the reaction product. The product is: [C:1]([O:5][C:6](=[O:14])[N:7]([CH2:9][CH2:10][CH2:11][CH2:12][NH:13][CH2:22][C:17]1[C:16]([F:15])=[CH:21][CH:20]=[CH:19][N:18]=1)[CH3:8])([CH3:4])([CH3:2])[CH3:3]. (4) Given the reactants [CH3:1][N:2]1[C:10]2([CH2:15][CH2:14][N:13]([C:16]([O:18][CH2:19][C:20]3[CH:25]=[CH:24][CH:23]=[CH:22][CH:21]=3)=[O:17])[CH2:12][CH2:11]2)[C:6]2=[CH:7][CH:8]=[CH:9][N:5]2[CH2:4][CH2:3]1.C1C(=O)N([Br:33])C(=O)C1, predict the reaction product. The product is: [Br:33][C:9]1[N:5]2[CH2:4][CH2:3][N:2]([CH3:1])[C:10]3([CH2:15][CH2:14][N:13]([C:16]([O:18][CH2:19][C:20]4[CH:21]=[CH:22][CH:23]=[CH:24][CH:25]=4)=[O:17])[CH2:12][CH2:11]3)[C:6]2=[CH:7][CH:8]=1. (5) Given the reactants CO[C:3]([C:5]1[N:6]=[C:7]([C:24]#[N:25])[C:8]2[C:13]([C:14]=1[OH:15])=[C:12]([O:16][C:17]1[CH:22]=[CH:21][C:20]([F:23])=[CH:19][CH:18]=1)[CH:11]=[CH:10][CH:9]=2)=[O:4].[NH2:26][CH2:27][C:28]([OH:30])=[O:29], predict the reaction product. The product is: [C:24]([C:7]1[C:8]2[C:13](=[C:12]([O:16][C:17]3[CH:22]=[CH:21][C:20]([F:23])=[CH:19][CH:18]=3)[CH:11]=[CH:10][CH:9]=2)[C:14]([OH:15])=[C:5]([C:3]([NH:26][CH2:27][C:28]([OH:30])=[O:29])=[O:4])[N:6]=1)#[N:25].